From a dataset of NCI-60 drug combinations with 297,098 pairs across 59 cell lines. Regression. Given two drug SMILES strings and cell line genomic features, predict the synergy score measuring deviation from expected non-interaction effect. (1) Drug 1: CC1=C(C(CCC1)(C)C)C=CC(=CC=CC(=CC(=O)O)C)C. Drug 2: CN(CCCl)CCCl.Cl. Cell line: SNB-75. Synergy scores: CSS=9.43, Synergy_ZIP=-0.288, Synergy_Bliss=2.80, Synergy_Loewe=1.72, Synergy_HSA=2.49. (2) Drug 1: CC12CCC3C(C1CCC2=O)CC(=C)C4=CC(=O)C=CC34C. Drug 2: CC1CCC2CC(C(=CC=CC=CC(CC(C(=O)C(C(C(=CC(C(=O)CC(OC(=O)C3CCCCN3C(=O)C(=O)C1(O2)O)C(C)CC4CCC(C(C4)OC)O)C)C)O)OC)C)C)C)OC. Cell line: SW-620. Synergy scores: CSS=27.0, Synergy_ZIP=0.689, Synergy_Bliss=1.85, Synergy_Loewe=1.51, Synergy_HSA=2.74. (3) Cell line: MOLT-4. Drug 1: C(CC(=O)O)C(=O)CN.Cl. Drug 2: C(CN)CNCCSP(=O)(O)O. Synergy scores: CSS=36.5, Synergy_ZIP=-6.86, Synergy_Bliss=-4.66, Synergy_Loewe=-27.1, Synergy_HSA=-4.08. (4) Drug 1: CN1C2=C(C=C(C=C2)N(CCCl)CCCl)N=C1CCCC(=O)O.Cl. Drug 2: C(CN)CNCCSP(=O)(O)O. Cell line: NCIH23. Synergy scores: CSS=6.66, Synergy_ZIP=0.416, Synergy_Bliss=2.84, Synergy_Loewe=5.15, Synergy_HSA=-0.350. (5) Drug 1: C1=CC(=C2C(=C1NCCNCCO)C(=O)C3=C(C=CC(=C3C2=O)O)O)NCCNCCO. Drug 2: C(CN)CNCCSP(=O)(O)O. Cell line: NCI-H226. Synergy scores: CSS=41.8, Synergy_ZIP=4.33, Synergy_Bliss=6.03, Synergy_Loewe=-46.4, Synergy_HSA=0.366. (6) Drug 1: CCCS(=O)(=O)NC1=C(C(=C(C=C1)F)C(=O)C2=CNC3=C2C=C(C=N3)C4=CC=C(C=C4)Cl)F. Drug 2: CC(C)NC(=O)C1=CC=C(C=C1)CNNC.Cl. Cell line: UO-31. Synergy scores: CSS=13.5, Synergy_ZIP=-0.861, Synergy_Bliss=5.02, Synergy_Loewe=2.24, Synergy_HSA=4.88. (7) Drug 1: CS(=O)(=O)CCNCC1=CC=C(O1)C2=CC3=C(C=C2)N=CN=C3NC4=CC(=C(C=C4)OCC5=CC(=CC=C5)F)Cl. Drug 2: COC1=C2C(=CC3=C1OC=C3)C=CC(=O)O2. Cell line: HCC-2998. Synergy scores: CSS=10.6, Synergy_ZIP=-0.815, Synergy_Bliss=0.228, Synergy_Loewe=4.83, Synergy_HSA=6.47. (8) Drug 1: C1CCN(CC1)CCOC2=CC=C(C=C2)C(=O)C3=C(SC4=C3C=CC(=C4)O)C5=CC=C(C=C5)O. Drug 2: CCCCC(=O)OCC(=O)C1(CC(C2=C(C1)C(=C3C(=C2O)C(=O)C4=C(C3=O)C=CC=C4OC)O)OC5CC(C(C(O5)C)O)NC(=O)C(F)(F)F)O. Cell line: HT29. Synergy scores: CSS=-3.11, Synergy_ZIP=4.93, Synergy_Bliss=3.39, Synergy_Loewe=0.407, Synergy_HSA=-1.88. (9) Drug 1: C1C(C(OC1N2C=C(C(=O)NC2=O)F)CO)O. Drug 2: C1C(C(OC1N2C=NC3=C(N=C(N=C32)Cl)N)CO)O. Cell line: SR. Synergy scores: CSS=84.9, Synergy_ZIP=-2.81, Synergy_Bliss=-3.49, Synergy_Loewe=-1.50, Synergy_HSA=1.58.